From a dataset of Reaction yield outcomes from USPTO patents with 853,638 reactions. Predict the reaction yield, written as a fraction of the theoretical maximum amount of product (1.0 means a 100% yield; for example, 0.34 means a 34% yield). The reactants are [F:1][C:2]1[CH:7]=[CH:6][C:5]([N:8]2[C:16]3[C:11](=[CH:12][C:13]([S:17][C@H:18]([C:22]4[CH:27]=[CH:26][CH:25]=[CH:24][CH:23]=4)[C@@H:19]([NH2:21])[CH3:20])=[CH:14][CH:15]=3)[CH:10]=[N:9]2)=[CH:4][CH:3]=1.CN(C)C(N(C)C)=N.[F:36][C:37]([F:44])([F:43])[C:38](OCC)=[O:39]. The catalyst is CO. The product is [F:36][C:37]([F:44])([F:43])[C:38]([NH:21][C@@H:19]([CH3:20])[C@H:18]([S:17][C:13]1[CH:12]=[C:11]2[C:16](=[CH:15][CH:14]=1)[N:8]([C:5]1[CH:6]=[CH:7][C:2]([F:1])=[CH:3][CH:4]=1)[N:9]=[CH:10]2)[C:22]1[CH:23]=[CH:24][CH:25]=[CH:26][CH:27]=1)=[O:39]. The yield is 0.530.